This data is from Catalyst prediction with 721,799 reactions and 888 catalyst types from USPTO. The task is: Predict which catalyst facilitates the given reaction. (1) Reactant: [CH3:1][S:2]([NH:5][C:6]1[C:7]([C:19]2[CH:24]=[CH:23][CH:22]=[CH:21][CH:20]=2)=[N:8][C:9]2[C:14]([C:15]=1[C:16]([OH:18])=O)=[CH:13][CH:12]=[CH:11][CH:10]=2)(=[O:4])=[O:3].C1C=C2N=NN(O)C2=CC=1.O.CN1CCOCC1.CCN=C=NCCCN(C)C.[C:54]1([C@@H:60]([NH2:63])[CH2:61][CH3:62])[CH:59]=[CH:58][CH:57]=[CH:56][CH:55]=1. Product: [CH3:1][S:2]([NH:5][C:6]1[C:7]([C:19]2[CH:24]=[CH:23][CH:22]=[CH:21][CH:20]=2)=[N:8][C:9]2[C:14]([C:15]=1[C:16]([NH:63][C@H:60]([C:54]1[CH:59]=[CH:58][CH:57]=[CH:56][CH:55]=1)[CH2:61][CH3:62])=[O:18])=[CH:13][CH:12]=[CH:11][CH:10]=2)(=[O:4])=[O:3]. The catalyst class is: 7. (2) Reactant: [S:1]1[CH:5]=[CH:4][N:3]=[C:2]1[C:6]1[CH:7]=[N:8][NH:9][C:10]=1[NH2:11].[O:12]1[C:16]2[CH:17]=[CH:18][C:19]([C:21](=O)[CH2:22][C:23](OCC)=[O:24])=[CH:20][C:15]=2[CH:14]=[CH:13]1.CC1C=CC(S(O)(=O)=O)=CC=1. Product: [O:12]1[C:16]2[CH:17]=[CH:18][C:19]([C:21]3[NH:11][C:10]4[N:9]([N:8]=[CH:7][C:6]=4[C:2]4[S:1][CH:5]=[CH:4][N:3]=4)[C:23](=[O:24])[CH:22]=3)=[CH:20][C:15]=2[CH:14]=[CH:13]1. The catalyst class is: 114. (3) Reactant: C([O:4][CH2:5][C:6]1[C:11]([Cl:12])=[C:10]([O:13][CH3:14])[CH:9]=[CH:8][N:7]=1)(=O)C.C(=O)([O-])[O-].[K+].[K+]. Product: [Cl:12][C:11]1[C:6]([CH2:5][OH:4])=[N:7][CH:8]=[CH:9][C:10]=1[O:13][CH3:14]. The catalyst class is: 5. (4) Reactant: C(OC([N:8]1[CH2:13][CH2:12][N:11]([C:14]2[CH:15]=[C:16]([O:39][CH3:40])[CH:17]=[C:18]3[C:23]=2[O:22][CH:21]([C:24](=[O:38])[NH:25][C:26]2[CH:31]=[CH:30][C:29]([N:32]4[CH2:37][CH2:36][O:35][CH2:34][CH2:33]4)=[CH:28][CH:27]=2)[CH2:20][CH2:19]3)[CH2:10][CH2:9]1)=O)(C)(C)C.FC(F)(F)C(O)=O. Product: [N:11]1([C:14]2[CH:15]=[C:16]([O:39][CH3:40])[CH:17]=[C:18]3[C:23]=2[O:22][CH:21]([C:24]([NH:25][C:26]2[CH:27]=[CH:28][C:29]([N:32]4[CH2:33][CH2:34][O:35][CH2:36][CH2:37]4)=[CH:30][CH:31]=2)=[O:38])[CH2:20][CH2:19]3)[CH2:12][CH2:13][NH:8][CH2:9][CH2:10]1. The catalyst class is: 4.